Dataset: Forward reaction prediction with 1.9M reactions from USPTO patents (1976-2016). Task: Predict the product of the given reaction. (1) Given the reactants [C:1]([NH:4][C:5]1[C:14]([O:15][CH:16]2[CH2:20][CH2:19][CH2:18][CH2:17]2)=[C:13]([O:21][CH3:22])[CH:12]=[CH:11][C:6]=1[C:7]([O:9][CH3:10])=[O:8])(=[O:3])[CH3:2].CN([CH:26]=[O:27])C, predict the reaction product. The product is: [CH:16]1([O:15][C:14]2[C:5]([N:4]([CH2:17][CH2:16][O:15][CH:14]3[CH2:13][CH2:12][CH2:11][CH2:26][O:27]3)[C:1](=[O:3])[CH3:2])=[C:6]([CH:11]=[CH:12][C:13]=2[O:21][CH3:22])[C:7]([O:9][CH3:10])=[O:8])[CH2:17][CH2:18][CH2:19][CH2:20]1. (2) Given the reactants [Cl:1][CH2:2][C:3]([C:5]1[CH:10]=[CH:9][CH:8]=[CH:7][CH:6]=1)=[O:4].[N:11]1([CH:17]([C:29]2[CH:33]=[CH:32][S:31][CH:30]=2)[C:18]([O:20][C@@H:21]2[CH:26]3[CH2:27][CH2:28][N:23]([CH2:24][CH2:25]3)[CH2:22]2)=[O:19])[CH2:16][CH2:15][CH2:14][CH2:13][CH2:12]1, predict the reaction product. The product is: [Cl-:1].[O:4]=[C:3]([C:5]1[CH:10]=[CH:9][CH:8]=[CH:7][CH:6]=1)[CH2:2][N+:23]12[CH2:24][CH2:25][CH:26]([CH2:27][CH2:28]1)[C@@H:21]([O:20][C:18](=[O:19])[CH:17]([N:11]1[CH2:12][CH2:13][CH2:14][CH2:15][CH2:16]1)[C:29]1[CH:33]=[CH:32][S:31][CH:30]=1)[CH2:22]2. (3) Given the reactants [F:1][C:2]1[CH:10]=[CH:9][CH:8]=[C:7]2[C:3]=1[CH:4]=[CH:5][N:6]2[CH:11]([CH3:16])[C:12]([O:14]C)=[O:13].[OH-].[Na+].[CH3:19]O, predict the reaction product. The product is: [F:1][C:2]1[CH:10]=[CH:9][CH:8]=[C:7]2[C:3]=1[CH:4]=[CH:5][N:6]2[C:11]([CH3:16])([CH3:19])[C:12]([OH:14])=[O:13]. (4) The product is: [Cl:1][C:2]1[C:3]([CH2:14][S:15]([C:16]2[NH:26][C:19]3=[N:20][C:21]([O:24][CH3:25])=[CH:22][CH:23]=[C:18]3[N:17]=2)=[O:32])=[N:4][CH:5]=[CH:6][C:7]=1[N:8]1[CH2:13][CH2:12][O:11][CH2:10][CH2:9]1. Given the reactants [Cl:1][C:2]1[C:3]([CH2:14][S:15][C:16]2[NH:26][C:19]3=[N:20][C:21]([O:24][CH3:25])=[CH:22][CH:23]=[C:18]3[N:17]=2)=[N:4][CH:5]=[CH:6][C:7]=1[N:8]1[CH2:13][CH2:12][O:11][CH2:10][CH2:9]1.ClC1C=C(C=CC=1)C(OO)=[O:32], predict the reaction product. (5) Given the reactants Br[C:2]1[N:3]([CH3:23])[C:4]([C:13]2[S:14][C:15]3[N:16]=[CH:17][N:18]=[C:19]([NH2:22])[C:20]=3[N:21]=2)=[C:5]([C:7]2[CH:12]=[CH:11][CH:10]=[CH:9][CH:8]=2)[N:6]=1.[CH3:24][N:25]1[CH2:30][CH2:29][NH:28][CH2:27][CH2:26]1, predict the reaction product. The product is: [CH3:23][N:3]1[C:4]([C:13]2[S:14][C:15]3[N:16]=[CH:17][N:18]=[C:19]([NH2:22])[C:20]=3[N:21]=2)=[C:5]([C:7]2[CH:12]=[CH:11][CH:10]=[CH:9][CH:8]=2)[N:6]=[C:2]1[N:28]1[CH2:29][CH2:30][N:25]([CH3:24])[CH2:26][CH2:27]1.